Dataset: NCI-60 drug combinations with 297,098 pairs across 59 cell lines. Task: Regression. Given two drug SMILES strings and cell line genomic features, predict the synergy score measuring deviation from expected non-interaction effect. (1) Drug 1: C1=NNC2=C1C(=O)NC=N2. Drug 2: C1CCC(C(C1)N)N.C(=O)(C(=O)[O-])[O-].[Pt+4]. Cell line: PC-3. Synergy scores: CSS=10.5, Synergy_ZIP=-2.10, Synergy_Bliss=2.95, Synergy_Loewe=-8.21, Synergy_HSA=-1.82. (2) Drug 1: C1CCC(C1)C(CC#N)N2C=C(C=N2)C3=C4C=CNC4=NC=N3. Drug 2: CC1=CC2C(CCC3(C2CCC3(C(=O)C)OC(=O)C)C)C4(C1=CC(=O)CC4)C. Cell line: PC-3. Synergy scores: CSS=-7.06, Synergy_ZIP=2.09, Synergy_Bliss=-1.83, Synergy_Loewe=-5.11, Synergy_HSA=-5.12. (3) Drug 1: C1=NC2=C(N1)C(=S)N=C(N2)N. Drug 2: C1C(C(OC1N2C=NC3=C2NC=NCC3O)CO)O. Cell line: MCF7. Synergy scores: CSS=38.0, Synergy_ZIP=-1.32, Synergy_Bliss=-3.08, Synergy_Loewe=-8.62, Synergy_HSA=-1.57. (4) Drug 1: CCN(CC)CCNC(=O)C1=C(NC(=C1C)C=C2C3=C(C=CC(=C3)F)NC2=O)C. Drug 2: C1CC(=O)NC(=O)C1N2C(=O)C3=CC=CC=C3C2=O. Cell line: PC-3. Synergy scores: CSS=-0.644, Synergy_ZIP=0.371, Synergy_Bliss=0.134, Synergy_Loewe=1.07, Synergy_HSA=-2.54. (5) Drug 1: C1=CC(=CC=C1CC(C(=O)O)N)N(CCCl)CCCl.Cl. Drug 2: CS(=O)(=O)OCCCCOS(=O)(=O)C. Cell line: NCI-H522. Synergy scores: CSS=15.4, Synergy_ZIP=-0.776, Synergy_Bliss=1.41, Synergy_Loewe=-2.75, Synergy_HSA=2.48. (6) Drug 1: CC1=C(C(CCC1)(C)C)C=CC(=CC=CC(=CC(=O)O)C)C. Drug 2: CC1=C(C(=CC=C1)Cl)NC(=O)C2=CN=C(S2)NC3=CC(=NC(=N3)C)N4CCN(CC4)CCO. Cell line: KM12. Synergy scores: CSS=-2.58, Synergy_ZIP=6.35, Synergy_Bliss=8.08, Synergy_Loewe=-3.99, Synergy_HSA=-2.34. (7) Drug 1: C1=CC=C(C=C1)NC(=O)CCCCCCC(=O)NO. Drug 2: CC1C(C(CC(O1)OC2CC(CC3=C2C(=C4C(=C3O)C(=O)C5=CC=CC=C5C4=O)O)(C(=O)C)O)N)O. Cell line: K-562. Synergy scores: CSS=47.9, Synergy_ZIP=-8.00, Synergy_Bliss=-3.20, Synergy_Loewe=-1.09, Synergy_HSA=0.0859.